This data is from Forward reaction prediction with 1.9M reactions from USPTO patents (1976-2016). The task is: Predict the product of the given reaction. Given the reactants [Br:1]Br.[CH3:3][O:4][C:5]1[CH:10]=[CH:9][CH:8]=[CH:7][C:6]=1[NH2:11], predict the reaction product. The product is: [Br:1][C:9]1[CH:8]=[CH:7][C:6]([NH2:11])=[C:5]([O:4][CH3:3])[CH:10]=1.